Dataset: Forward reaction prediction with 1.9M reactions from USPTO patents (1976-2016). Task: Predict the product of the given reaction. (1) Given the reactants [C:1]([O:5][C:6]([N:8]1[CH2:11][CH:10]([NH2:12])[CH2:9]1)=[O:7])([CH3:4])([CH3:3])[CH3:2].[CH:13]([S:15]([CH:18]=[CH2:19])(=[O:17])=[O:16])=[CH2:14], predict the reaction product. The product is: [C:1]([O:5][C:6]([N:8]1[CH2:11][CH:10]([N:12]2[CH2:19][CH2:18][S:15](=[O:17])(=[O:16])[CH2:13][CH2:14]2)[CH2:9]1)=[O:7])([CH3:4])([CH3:2])[CH3:3]. (2) Given the reactants Cl[C:2]1[CH:7]=[CH:6][N:5]2[C:8]([C:11]3[CH:16]=[CH:15][CH:14]=[C:13]([N:17]4[CH:21]=[CH:20][CH:19]=[N:18]4)[CH:12]=3)=[CH:9][N:10]=[C:4]2[CH:3]=1.[N:22]1[CH:27]=[CH:26][CH:25]=[C:24](B(O)O)[CH:23]=1.CCO.C([O-])([O-])=O.[Na+].[Na+], predict the reaction product. The product is: [N:17]1([C:13]2[CH:12]=[C:11]([C:8]3[N:5]4[CH:6]=[CH:7][C:2]([C:24]5[CH:23]=[N:22][CH:27]=[CH:26][CH:25]=5)=[CH:3][C:4]4=[N:10][CH:9]=3)[CH:16]=[CH:15][CH:14]=2)[CH:21]=[CH:20][CH:19]=[N:18]1. (3) Given the reactants Cl.[NH2:2][CH2:3][CH2:4][C:5]([OH:7])=[O:6].[C:8]([NH:15][C@H:16]([C:29]([OH:31])=O)[CH2:17][CH2:18][CH2:19][CH2:20][NH:21][C:22]([O:24][C:25]([CH3:28])([CH3:27])[CH3:26])=[O:23])([O:10][C:11]([CH3:14])([CH3:13])[CH3:12])=[O:9].F[P-](F)(F)(F)(F)F.N1(O[P+](N(C)C)(N(C)C)N(C)C)C2C=CC=C[C:42]=2N=N1.CCN(CC)CC, predict the reaction product. The product is: [C:11]([O:10][C:8]([NH:15][C@@H:16]([CH2:17][CH2:18][CH2:19][CH2:20][NH:21][C:22]([O:24][C:25]([CH3:28])([CH3:27])[CH3:26])=[O:23])[C:29]([NH:2][CH2:3][CH2:4][C:5]([O:7][CH3:42])=[O:6])=[O:31])=[O:9])([CH3:14])([CH3:13])[CH3:12]. (4) Given the reactants [NH3:1].Cl[CH2:3][C:4]1[N:8]([CH3:9])[N:7]=[C:6]([CH3:10])[C:5]=1[CH3:11].[I-].[Na+], predict the reaction product. The product is: [CH3:9][N:8]1[C:4]([CH2:3][NH2:1])=[C:5]([CH3:11])[C:6]([CH3:10])=[N:7]1. (5) The product is: [Cl:17][C:18]1[CH:23]=[CH:22][C:21]([NH:24][C:25]([NH:16][C:11]([O:10][CH2:8][CH3:9])=[CH:12][C:13](=[O:15])[CH3:14])=[O:26])=[CH:20][CH:19]=1. Given the reactants O=C(C)CC#N.Cl.[CH2:8]([O:10][C:11](=[NH:16])[CH2:12][C:13](=[O:15])[CH3:14])[CH3:9].[Cl:17][C:18]1[CH:23]=[CH:22][C:21]([N:24]=[C:25]=[O:26])=[CH:20][CH:19]=1, predict the reaction product.